From a dataset of Catalyst prediction with 721,799 reactions and 888 catalyst types from USPTO. Predict which catalyst facilitates the given reaction. (1) Reactant: [N:1]1([C:8]2[CH:13]=[CH:12][C:11]([NH2:14])=[CH:10][C:9]=2[F:15])[CH2:7][CH2:6][CH2:5][CH2:4][CH2:3][CH2:2]1.[Cl:16][C:17]1[CH:22]=[CH:21][C:20]([N:23]=[C:24]=[O:25])=[CH:19][CH:18]=1. Product: [N:1]1([C:8]2[CH:13]=[CH:12][C:11]([NH:14][C:24]([NH:23][C:20]3[CH:21]=[CH:22][C:17]([Cl:16])=[CH:18][CH:19]=3)=[O:25])=[CH:10][C:9]=2[F:15])[CH2:2][CH2:3][CH2:4][CH2:5][CH2:6][CH2:7]1. The catalyst class is: 2. (2) Product: [Cl:1][C:2]1[CH:3]=[C:4]([CH:8]=[CH:9][N:10]=1)[C:5]([NH:11][NH:12][C:13]([NH2:15])=[S:14])=[O:6]. The catalyst class is: 820. Reactant: [Cl:1][C:2]1[CH:3]=[C:4]([CH:8]=[CH:9][N:10]=1)[C:5](O)=[O:6].[NH2:11][NH:12][C:13]([NH2:15])=[S:14].N1C=CC=CC=1. (3) Reactant: [Cl-].[Al+3].[Cl-].[Cl-].[C:5]1([OH:11])[CH:10]=[CH:9][CH:8]=[CH:7][CH:6]=1.[CH:12]1([C:16](Cl)=[O:17])[CH2:15][CH2:14][CH2:13]1.Cl. Product: [CH:12]1([C:16]([C:8]2[CH:9]=[CH:10][C:5]([OH:11])=[CH:6][CH:7]=2)=[O:17])[CH2:15][CH2:14][CH2:13]1. The catalyst class is: 4.